This data is from NCI-60 drug combinations with 297,098 pairs across 59 cell lines. The task is: Regression. Given two drug SMILES strings and cell line genomic features, predict the synergy score measuring deviation from expected non-interaction effect. (1) Drug 1: C1=CC=C(C(=C1)C(C2=CC=C(C=C2)Cl)C(Cl)Cl)Cl. Drug 2: C#CCC(CC1=CN=C2C(=N1)C(=NC(=N2)N)N)C3=CC=C(C=C3)C(=O)NC(CCC(=O)O)C(=O)O. Cell line: KM12. Synergy scores: CSS=-4.62, Synergy_ZIP=2.44, Synergy_Bliss=4.38, Synergy_Loewe=-0.640, Synergy_HSA=-0.222. (2) Drug 1: CC1=C(C=C(C=C1)NC2=NC=CC(=N2)N(C)C3=CC4=NN(C(=C4C=C3)C)C)S(=O)(=O)N.Cl. Drug 2: CCN(CC)CCNC(=O)C1=C(NC(=C1C)C=C2C3=C(C=CC(=C3)F)NC2=O)C. Cell line: SF-295. Synergy scores: CSS=2.56, Synergy_ZIP=-0.752, Synergy_Bliss=0.234, Synergy_Loewe=0.501, Synergy_HSA=0.395.